Predict the reactants needed to synthesize the given product. From a dataset of Full USPTO retrosynthesis dataset with 1.9M reactions from patents (1976-2016). (1) Given the product [C:1]([O:4][C:5]1[CH:13]=[CH:12][CH:11]=[C:10]([O:14][C:15](=[O:17])[CH3:16])[C:6]=1[C:7]([O:9][CH3:18])=[O:8])(=[O:3])[CH3:2], predict the reactants needed to synthesize it. The reactants are: [C:1]([O:4][C:5]1[CH:13]=[CH:12][CH:11]=[C:10]([O:14][C:15](=[O:17])[CH3:16])[C:6]=1[C:7]([OH:9])=[O:8])(=[O:3])[CH3:2].[C:18]1(C)C=CC=CC=1.CO.[Si](C=[N+]=[N-])(C)(C)C.CCCCCC. (2) Given the product [CH2:11]([O:10][C:8]([CH2:7][C@@H:6]1[CH2:5][C@@:4]([C:1](=[O:3])[CH3:2])([C:13]([O:15][CH2:16][CH3:17])=[O:14])[C@@H:26]([C:23]2[CH:22]=[CH:21][C:20]([O:19][CH3:18])=[CH:25][CH:24]=2)[C@@H:27]1[N+:28]([O-:30])=[O:29])=[O:9])[CH3:12], predict the reactants needed to synthesize it. The reactants are: [C:1]([CH:4]([C:13]([O:15][CH2:16][CH3:17])=[O:14])[CH2:5][CH:6]=[CH:7][C:8]([O:10][CH2:11][CH3:12])=[O:9])(=[O:3])[CH3:2].[CH3:18][O:19][C:20]1[CH:25]=[CH:24][C:23](/[CH:26]=[CH:27]/[N+:28]([O-:30])=[O:29])=[CH:22][CH:21]=1. (3) Given the product [CH3:13][O:10][C:9](=[O:11])[CH2:8][NH:7][C:1]1[CH:6]=[CH:5][CH:4]=[CH:3][CH:2]=1, predict the reactants needed to synthesize it. The reactants are: [C:1]1([NH:7][CH2:8][C:9]([OH:11])=[O:10])[CH:6]=[CH:5][CH:4]=[CH:3][CH:2]=1.Cl.[CH3:13]O. (4) The reactants are: [F:1][CH:2]([F:5])[CH2:3][NH2:4].C[Al](C)C.ClC1[CH:19]=[C:18]2[C:14]([CH:15]=[C:16]([C:22](=[O:40])[NH:23][CH:24]([C:29]3[CH:34]=[CH:33][C:32]([F:35])=[C:31]([C:36]([F:39])([F:38])[F:37])[CH:30]=3)[C:25]([F:28])([F:27])[F:26])[N:17]2[CH2:20][CH3:21])=[CH:13][C:12]=1[C:41]([O:43]CC)=O.O.Cl[CH2:48][Cl:49]. Given the product [Cl:49][C:48]1[CH:19]=[C:18]2[C:14]([CH:15]=[C:16]([C:22]([NH:23][CH:24]([C:29]3[CH:34]=[CH:33][C:32]([F:35])=[C:31]([C:36]([F:37])([F:38])[F:39])[CH:30]=3)[C:25]([F:28])([F:26])[F:27])=[O:40])[N:17]2[CH2:20][CH3:21])=[CH:13][C:12]=1[C:41]([NH:4][CH2:3][CH:2]([F:5])[F:1])=[O:43], predict the reactants needed to synthesize it.